Task: Predict the product of the given reaction.. Dataset: Forward reaction prediction with 1.9M reactions from USPTO patents (1976-2016) (1) Given the reactants Cl.Cl.[NH2:3][C:4]1[C:8]([NH2:9])=[CH:7][S:6][CH:5]=1.C(N(CC)CC)C.Cl.[CH:18]1([C:21](=N)OCC)[CH2:20][CH2:19]1.C(=O)([O-])O.[Na+], predict the reaction product. The product is: [CH:18]1([C:21]2[NH:3][C:4]3=[CH:5][S:6][CH:7]=[C:8]3[N:9]=2)[CH2:20][CH2:19]1. (2) Given the reactants [NH2:1][C:2]([CH2:5][OH:6])([CH3:4])[CH3:3].[C:7](Cl)(=[O:10])[CH:8]=[CH2:9], predict the reaction product. The product is: [CH2:9]=[CH:8][C:7]([NH:1][C:2]([CH2:5][OH:6])([CH3:4])[CH3:3])=[O:10]. (3) Given the reactants Br[C:2]1[CH:7]=[CH:6][C:5]([C:8]2[C:12]([C:13]3[CH:18]=[CH:17][N:16]=[CH:15][CH:14]=3)=[CH:11][NH:10][N:9]=2)=[CH:4][N:3]=1.[C:19]([Si:21]([CH3:24])([CH3:23])[CH3:22])#[CH:20], predict the reaction product. The product is: [N:16]1[CH:17]=[CH:18][C:13]([C:12]2[C:8]([C:5]3[CH:6]=[CH:7][C:2]([C:20]#[C:19][Si:21]([CH3:24])([CH3:23])[CH3:22])=[N:3][CH:4]=3)=[N:9][NH:10][CH:11]=2)=[CH:14][CH:15]=1.